From a dataset of HIV replication inhibition screening data with 41,000+ compounds from the AIDS Antiviral Screen. Binary Classification. Given a drug SMILES string, predict its activity (active/inactive) in a high-throughput screening assay against a specified biological target. (1) The drug is Oc1ccc(C2(c3ccc(O)cc3)CCCC2)cc1. The result is 0 (inactive). (2) The drug is CC=C(NC(=O)C(CCCCN)NC(=O)C(C)NC(=O)C1CSC(C)C(NC(=O)C2CSCC(NC(=O)C(C)NC(=O)C(N)C(C)CC)C(=O)NC(CCCCN)C(=O)NC(Cc3ccccc3)C(=O)NC(CC(C)C)C(=O)N2)C(=O)N2CCCC2C(=O)NCC(=O)N1)C(=O)NCC(=O)NC1CSCC2NC(=O)C(Cc3ccc(O)cc3)NC(=O)C(CSC=CNC2=O)NC(=O)C(CC(N)=O)NC(=O)C(Cc2ccccc2)NC1=O. The result is 0 (inactive). (3) The drug is S=C1CC(c2ccc(Cl)cc2)Sc2ccccc2N1. The result is 0 (inactive).